Predict the reactants needed to synthesize the given product. From a dataset of Full USPTO retrosynthesis dataset with 1.9M reactions from patents (1976-2016). (1) Given the product [CH3:17][C:7]1[C:6]2[CH:5]=[C:4]([C:18]#[N:19])[CH:3]=[C:2]([C:23]3[CH:22]=[C:21]([F:20])[C:26]([F:27])=[C:25]([F:28])[CH:24]=3)[C:10]=2[N:9]2[CH2:11][CH2:12][CH2:13][NH:14][C:15](=[O:16])[C:8]=12, predict the reactants needed to synthesize it. The reactants are: Br[C:2]1[C:10]2[N:9]3[CH2:11][CH2:12][CH2:13][NH:14][C:15](=[O:16])[C:8]3=[C:7]([CH3:17])[C:6]=2[CH:5]=[C:4]([C:18]#[N:19])[CH:3]=1.[F:20][C:21]1[CH:22]=[C:23](B(O)O)[CH:24]=[C:25]([F:28])[C:26]=1[F:27]. (2) The reactants are: F[C:2]1[CH:3]=[C:4]([C:12]2[CH:17]=[CH:16][C:15]([F:18])=[CH:14][CH:13]=2)[CH:5]=[CH:6][C:7]=1[C:8]([O:10][CH3:11])=[O:9].[NH:19]1[CH2:24][CH2:23][S:22][CH2:21][CH2:20]1.C(=O)([O-])[O-].[K+].[K+].CN(C=O)C. Given the product [F:18][C:15]1[CH:16]=[CH:17][C:12]([C:4]2[CH:5]=[CH:6][C:7]([C:8]([O:10][CH3:11])=[O:9])=[C:2]([N:19]3[CH2:24][CH2:23][S:22][CH2:21][CH2:20]3)[CH:3]=2)=[CH:13][CH:14]=1, predict the reactants needed to synthesize it. (3) Given the product [Br:1][C:2]1[CH:7]=[CH:6][CH:5]=[CH:4][C:3]=1[S:8]([N:17]1[CH2:16][CH:15]([CH3:19])[NH:14][CH:13]([CH3:12])[CH2:18]1)(=[O:10])=[O:9], predict the reactants needed to synthesize it. The reactants are: [Br:1][C:2]1[CH:7]=[CH:6][CH:5]=[CH:4][C:3]=1[S:8](Cl)(=[O:10])=[O:9].[CH3:12][CH:13]1[CH2:18][NH:17][CH2:16][CH:15]([CH3:19])[NH:14]1.C(N(C(C)C)CC)(C)C. (4) The reactants are: [CH3:1][N:2]1[CH2:7][CH2:6][C:5]([CH2:15][NH:16][CH3:17])([C:8]2[CH:13]=[CH:12][C:11]([F:14])=[CH:10][CH:9]=2)[CH2:4][CH2:3]1.[C:18]([C:20]1[CH:21]=[C:22]([C:31](Cl)=[O:32])[C:23]2[C:28]([C:29]=1[CH3:30])=[CH:27][CH:26]=[CH:25][CH:24]=2)#[N:19]. Given the product [CH3:1][N:2]1[CH2:3][CH2:4][C:5]([C:8]2[CH:13]=[CH:12][C:11]([F:14])=[CH:10][CH:9]=2)([CH2:15][N:16]([CH3:17])[C:31]([C:22]2[C:23]3[C:28](=[CH:27][CH:26]=[CH:25][CH:24]=3)[C:29]([CH3:30])=[C:20]([C:18]#[N:19])[CH:21]=2)=[O:32])[CH2:6][CH2:7]1, predict the reactants needed to synthesize it. (5) Given the product [OH:1][C@H:2]1[CH2:7][CH2:6][C@H:5]([NH:8][CH2:9][CH2:10][C:11]2[CH:12]=[CH:13][C:14]([O:17][C:19]3[CH:27]=[CH:26][C:22]([C:23]([NH2:25])=[O:24])=[CH:21][N:20]=3)=[CH:15][CH:16]=2)[CH2:4][CH2:3]1, predict the reactants needed to synthesize it. The reactants are: [OH:1][C@H:2]1[CH2:7][CH2:6][C@H:5]([NH:8][CH2:9][CH2:10][C:11]2[CH:16]=[CH:15][C:14]([OH:17])=[CH:13][CH:12]=2)[CH2:4][CH2:3]1.Cl[C:19]1[CH:27]=[CH:26][C:22]([C:23]([NH2:25])=[O:24])=[CH:21][N:20]=1.C([O-])([O-])=O.[K+].[K+]. (6) Given the product [CH3:6][O:7][C:8]1[CH:13]=[CH:12][N:11]=[CH:10][C:9]=1[N+:14]([O-:16])=[O:15], predict the reactants needed to synthesize it. The reactants are: OS(O)(=O)=O.[CH3:6][O:7][C:8]1[CH:13]=[CH:12][N:11]=[CH:10][CH:9]=1.[N+:14]([O-])([OH:16])=[O:15].C([O-])([O-])=O.[K+].[K+]. (7) Given the product [Cl:33][C:30]1[CH:29]=[CH:28][C:27]([C:22]2[CH:23]=[C:24]([CH3:26])[N:25]=[C:20]([N:18]3[CH:19]=[C:15]([C:12]4[CH:13]=[CH:14][C:9]([S:6]([NH2:5])(=[O:7])=[O:8])=[CH:10][CH:11]=4)[N:16]=[CH:17]3)[N:21]=2)=[CH:32][CH:31]=1, predict the reactants needed to synthesize it. The reactants are: C([NH:5][S:6]([C:9]1[CH:14]=[CH:13][C:12]([C:15]2[N:16]=[CH:17][N:18]([C:20]3[N:25]=[C:24]([CH3:26])[CH:23]=[C:22]([C:27]4[CH:32]=[CH:31][C:30]([Cl:33])=[CH:29][CH:28]=4)[N:21]=3)[CH:19]=2)=[CH:11][CH:10]=1)(=[O:8])=[O:7])(C)(C)C.C(O)(C(F)(F)F)=O.